From a dataset of NCI-60 drug combinations with 297,098 pairs across 59 cell lines. Regression. Given two drug SMILES strings and cell line genomic features, predict the synergy score measuring deviation from expected non-interaction effect. (1) Drug 1: CC1=C(C=C(C=C1)NC2=NC=CC(=N2)N(C)C3=CC4=NN(C(=C4C=C3)C)C)S(=O)(=O)N.Cl. Drug 2: CS(=O)(=O)CCNCC1=CC=C(O1)C2=CC3=C(C=C2)N=CN=C3NC4=CC(=C(C=C4)OCC5=CC(=CC=C5)F)Cl. Cell line: SW-620. Synergy scores: CSS=-8.19, Synergy_ZIP=7.92, Synergy_Bliss=5.15, Synergy_Loewe=-4.40, Synergy_HSA=-6.31. (2) Drug 1: CS(=O)(=O)C1=CC(=C(C=C1)C(=O)NC2=CC(=C(C=C2)Cl)C3=CC=CC=N3)Cl. Drug 2: C1=NNC2=C1C(=O)NC=N2. Cell line: CAKI-1. Synergy scores: CSS=8.18, Synergy_ZIP=-4.58, Synergy_Bliss=-3.12, Synergy_Loewe=-2.28, Synergy_HSA=-1.66. (3) Drug 1: CC1=C2C(C(=O)C3(C(CC4C(C3C(C(C2(C)C)(CC1OC(=O)C(C(C5=CC=CC=C5)NC(=O)OC(C)(C)C)O)O)OC(=O)C6=CC=CC=C6)(CO4)OC(=O)C)OC)C)OC. Drug 2: CCC(=C(C1=CC=CC=C1)C2=CC=C(C=C2)OCCN(C)C)C3=CC=CC=C3.C(C(=O)O)C(CC(=O)O)(C(=O)O)O. Cell line: HCC-2998. Synergy scores: CSS=74.7, Synergy_ZIP=21.6, Synergy_Bliss=21.1, Synergy_Loewe=-15.8, Synergy_HSA=20.1. (4) Drug 1: C1C(C(OC1N2C=NC(=NC2=O)N)CO)O. Drug 2: C1CCC(C(C1)N)N.C(=O)(C(=O)[O-])[O-].[Pt+4]. Cell line: HOP-92. Synergy scores: CSS=21.9, Synergy_ZIP=-7.60, Synergy_Bliss=-5.20, Synergy_Loewe=2.53, Synergy_HSA=2.96. (5) Drug 1: CN1C(=O)N2C=NC(=C2N=N1)C(=O)N. Drug 2: CCC1(CC2CC(C3=C(CCN(C2)C1)C4=CC=CC=C4N3)(C5=C(C=C6C(=C5)C78CCN9C7C(C=CC9)(C(C(C8N6C)(C(=O)OC)O)OC(=O)C)CC)OC)C(=O)OC)O.OS(=O)(=O)O. Cell line: TK-10. Synergy scores: CSS=3.89, Synergy_ZIP=-0.967, Synergy_Bliss=2.69, Synergy_Loewe=-0.684, Synergy_HSA=0.195. (6) Drug 1: CNC(=O)C1=CC=CC=C1SC2=CC3=C(C=C2)C(=NN3)C=CC4=CC=CC=N4. Drug 2: CC1=CC2C(CCC3(C2CCC3(C(=O)C)OC(=O)C)C)C4(C1=CC(=O)CC4)C. Cell line: SK-MEL-5. Synergy scores: CSS=-13.8, Synergy_ZIP=8.99, Synergy_Bliss=2.79, Synergy_Loewe=-4.24, Synergy_HSA=-8.05. (7) Drug 1: C1=CN(C(=O)N=C1N)C2C(C(C(O2)CO)O)O.Cl. Drug 2: C1CN1C2=NC(=NC(=N2)N3CC3)N4CC4. Cell line: MOLT-4. Synergy scores: CSS=95.7, Synergy_ZIP=0.00906, Synergy_Bliss=-0.0541, Synergy_Loewe=0.234, Synergy_HSA=0.633. (8) Drug 1: C1=CN(C(=O)N=C1N)C2C(C(C(O2)CO)O)O.Cl. Drug 2: C1CN(P(=O)(OC1)NCCCl)CCCl. Cell line: K-562. Synergy scores: CSS=31.8, Synergy_ZIP=6.80, Synergy_Bliss=7.72, Synergy_Loewe=-32.0, Synergy_HSA=3.62. (9) Drug 1: C1=CC(=CC=C1CCCC(=O)O)N(CCCl)CCCl. Drug 2: CC1CCCC2(C(O2)CC(NC(=O)CC(C(C(=O)C(C1O)C)(C)C)O)C(=CC3=CSC(=N3)C)C)C. Cell line: EKVX. Synergy scores: CSS=-5.97, Synergy_ZIP=-4.15, Synergy_Bliss=-9.14, Synergy_Loewe=-9.58, Synergy_HSA=-9.58. (10) Drug 1: C1=C(C(=O)NC(=O)N1)F. Drug 2: CCCCC(=O)OCC(=O)C1(CC(C2=C(C1)C(=C3C(=C2O)C(=O)C4=C(C3=O)C=CC=C4OC)O)OC5CC(C(C(O5)C)O)NC(=O)C(F)(F)F)O. Cell line: KM12. Synergy scores: CSS=12.0, Synergy_ZIP=-15.5, Synergy_Bliss=-30.6, Synergy_Loewe=-28.6, Synergy_HSA=-28.5.